From a dataset of Full USPTO retrosynthesis dataset with 1.9M reactions from patents (1976-2016). Predict the reactants needed to synthesize the given product. (1) Given the product [CH3:27][C:25]([C:28]1[CH:32]=[C:31]([NH:33][C:34](=[O:47])[C:35]([CH3:46])([S:37]([CH:40]2[CH2:41][CH2:42][O:43][CH2:44][CH2:45]2)(=[O:39])=[O:38])[CH3:36])[O:30][N:29]=1)([CH3:26])[CH:24]=[O:23], predict the reactants needed to synthesize it. The reactants are: CC(OI1(OC(C)=O)(OC(C)=O)OC(=O)C2C=CC=CC1=2)=O.[OH:23][CH2:24][C:25]([C:28]1[CH:32]=[C:31]([NH:33][C:34](=[O:47])[C:35]([CH3:46])([S:37]([CH:40]2[CH2:45][CH2:44][O:43][CH2:42][CH2:41]2)(=[O:39])=[O:38])[CH3:36])[O:30][N:29]=1)([CH3:27])[CH3:26]. (2) Given the product [C:34]([C:31]1([NH:30][C:8]([C@@H:6]2[CH2:7][C@@H:2]([F:1])[CH2:3][CH2:4][C@H:5]2[C:11]2[N:12]=[C:13]([CH3:28])[S:14][C:15]=2[C:16]2[CH:17]=[CH:18][C:19]([N:22]3[CH2:27][CH2:26][O:25][CH2:24][CH2:23]3)=[CH:20][CH:21]=2)=[O:9])[CH2:33][CH2:32]1)#[N:35], predict the reactants needed to synthesize it. The reactants are: [F:1][C@@H:2]1[CH2:7][C@@H:6]([C:8](O)=[O:9])[C@H:5]([C:11]2[N:12]=[C:13]([CH3:28])[S:14][C:15]=2[C:16]2[CH:21]=[CH:20][C:19]([N:22]3[CH2:27][CH2:26][O:25][CH2:24][CH2:23]3)=[CH:18][CH:17]=2)[CH2:4][CH2:3]1.Cl.[NH2:30][C:31]1([C:34]#[N:35])[CH2:33][CH2:32]1.CCN(C(C)C)C(C)C.CN(C(ON1N=NC2C=CC=NC1=2)=[N+](C)C)C.F[P-](F)(F)(F)(F)F. (3) Given the product [F:22][CH:20]([F:21])[O:19][C:14]1[CH:15]=[CH:16][CH:17]=[CH:18][C:13]=1[N:6]1[CH:7]=[C:8]([O:11][CH3:12])[C:9](=[O:10])[C:4]([C:1](=[O:3])[CH:2]=[CH:25][N:26]([CH3:28])[CH3:27])=[N:5]1, predict the reactants needed to synthesize it. The reactants are: [C:1]([C:4]1[C:9](=[O:10])[C:8]([O:11][CH3:12])=[CH:7][N:6]([C:13]2[CH:18]=[CH:17][CH:16]=[CH:15][C:14]=2[O:19][CH:20]([F:22])[F:21])[N:5]=1)(=[O:3])[CH3:2].CO[CH:25](OC)[N:26]([CH3:28])[CH3:27]. (4) Given the product [C:37]([N:1]1[CH2:6][CH2:5][CH2:4][CH:3]([CH2:7][O:8][N:9]=[C:10]2[CH2:11][CH2:12][N:13]([S:16]([C:19]3[CH:20]=[CH:21][C:22]([O:25][C:26]([F:28])([F:29])[F:27])=[CH:23][CH:24]=3)(=[O:17])=[O:18])[CH2:14][CH2:15]2)[CH2:2]1)(=[O:39])[CH3:38], predict the reactants needed to synthesize it. The reactants are: [NH:1]1[CH2:6][CH2:5][CH2:4][CH:3]([CH2:7][O:8][N:9]=[C:10]2[CH2:15][CH2:14][N:13]([S:16]([C:19]3[CH:24]=[CH:23][C:22]([O:25][C:26]([F:29])([F:28])[F:27])=[CH:21][CH:20]=3)(=[O:18])=[O:17])[CH2:12][CH2:11]2)[CH2:2]1.C(N(CC)CC)C.[C:37](Cl)(=[O:39])[CH3:38]. (5) Given the product [CH3:3][C:4]1([CH3:11])[CH2:9][CH2:8][CH2:7][CH2:6][C:5]1=[O:10], predict the reactants needed to synthesize it. The reactants are: [H-].[K+].[CH3:3][CH:4]1[CH2:9][CH2:8][CH2:7][CH2:6][C:5]1=[O:10].[CH2:11](B(CC)CC)C.CI. (6) Given the product [Cl:1][C:2]1[N:3]=[C:4]([C:18]([O:20][CH2:21][CH3:22])=[CH2:19])[C:5]2[CH:10]=[CH:9][N:8]([CH3:11])[C:6]=2[N:7]=1, predict the reactants needed to synthesize it. The reactants are: [Cl:1][C:2]1[N:3]=[C:4](Cl)[C:5]2[CH:10]=[CH:9][N:8]([CH3:11])[C:6]=2[N:7]=1.C([Sn](CCCC)(CCCC)[C:18]([O:20][CH2:21][CH3:22])=[CH2:19])CCC. (7) Given the product [CH:12]1([C:15]2[NH:16][C:17]3[CH:23]=[C:22]([NH2:24])[CH:21]=[CH:20][C:18]=3[N:19]=2)[CH2:14][CH2:13]1, predict the reactants needed to synthesize it. The reactants are: [N+](C1C=CC(N)=C(N)C=1)([O-])=O.[CH:12]1([C:15]2[NH:16][C:17]3[CH:23]=[C:22]([N+:24]([O-])=O)[CH:21]=[CH:20][C:18]=3[N:19]=2)[CH2:14][CH2:13]1.[N+](C1NC2C=CC=CC=2N=1)([O-])=O. (8) Given the product [F:8][C:6]1[CH:7]=[C:2]([C:13]2[S:9][C:10]([C:14]3[N:19]=[C:18]([C:20]4[N:21]=[CH:22][CH:23]=[CH:24][N:25]=4)[CH:17]=[CH:16][CH:15]=3)=[N:11][CH:12]=2)[CH:3]=[N:4][CH:5]=1, predict the reactants needed to synthesize it. The reactants are: Br[C:2]1[CH:3]=[N:4][CH:5]=[C:6]([F:8])[CH:7]=1.[S:9]1[CH:13]=[CH:12][N:11]=[C:10]1[C:14]1[N:19]=[C:18]([C:20]2[N:25]=[CH:24][CH:23]=[CH:22][N:21]=2)[CH:17]=[CH:16][CH:15]=1.C(=O)([O-])[O-].[Cs+].[Cs+].